Task: Predict the reactants needed to synthesize the given product.. Dataset: Full USPTO retrosynthesis dataset with 1.9M reactions from patents (1976-2016) Given the product [Cl:1][C:2]1[C:6]([Cl:7])=[C:5]([CH3:8])[NH:4][C:3]=1[C:9]([NH:11][CH:12]1[CH2:13][CH2:14][N:15]([C:18]2[C:35]3[C:30](=[CH:31][CH:32]=[CH:33][CH:34]=3)[N:29]=[C:28]([C:36]([OH:38])=[O:37])[CH:27]=2)[CH2:16][CH2:17]1)=[O:10], predict the reactants needed to synthesize it. The reactants are: [Cl:1][C:2]1[C:6]([Cl:7])=[C:5]([CH3:8])[NH:4][C:3]=1[C:9]([NH:11][CH:12]1[CH2:17][CH2:16][N:15]([C:18](OC(C)(C)C)=O)[CH2:14][CH2:13]1)=[O:10].BrC1[C:35]2[C:30](=[CH:31][CH:32]=[CH:33][CH:34]=2)[N:29]=[C:28]([C:36]([OH:38])=[O:37])[CH:27]=1.C(=O)(O)[O-].[Na+].